Dataset: Full USPTO retrosynthesis dataset with 1.9M reactions from patents (1976-2016). Task: Predict the reactants needed to synthesize the given product. (1) Given the product [C:16]1([C:7]2[CH:2]=[C:3]([CH2:8][C:9](=[O:15])[C:10]([O:12][CH2:13][CH3:14])=[O:11])[CH:4]=[CH:5][CH:6]=2)[CH:21]=[CH:20][CH:19]=[CH:18][CH:17]=1, predict the reactants needed to synthesize it. The reactants are: F[C:2]1[CH:7]=[CH:6][CH:5]=[CH:4][C:3]=1[CH2:8][C:9](=[O:15])[C:10]([O:12][CH2:13][CH3:14])=[O:11].[C:16]1([C:16]2[CH:21]=[C:20]([CH:19]=[CH:18][CH:17]=2)CBr)[CH:21]=[CH:20][CH:19]=[CH:18][CH:17]=1.[Mg].C(OCC)(=O)C(OCC)=O. (2) Given the product [Cl:26][C:9]1[CH:8]=[C:7]([N:6]2[C:4](=[O:5])[CH:3]=[C:2]([CH3:27])[N:1]=[C:28]2[CH3:29])[CH:12]=[CH:11][C:10]=1[N:13]([CH2:20][CH2:21][CH2:22][CH2:23][CH2:24][CH3:25])[CH2:14][CH2:15][CH2:16][CH2:17][CH2:18][CH3:19], predict the reactants needed to synthesize it. The reactants are: [NH2:1]/[C:2](/[CH3:27])=[CH:3]\[C:4]([NH:6][C:7]1[CH:12]=[CH:11][C:10]([N:13]([CH2:20][CH2:21][CH2:22][CH2:23][CH2:24][CH3:25])[CH2:14][CH2:15][CH2:16][CH2:17][CH2:18][CH3:19])=[C:9]([Cl:26])[CH:8]=1)=[O:5].[C:28](OCC)(OCC)(OCC)[CH3:29]. (3) Given the product [NH2:8][C@H:9]([C:10]1[N:23]([CH:24]2[CH2:26][CH2:25]2)[C:14]2[C:15]([C:16]([O:18][CH3:19])=[O:17])=[CH:20][CH:21]=[CH:22][C:13]=2[N:12]=1)[CH3:27], predict the reactants needed to synthesize it. The reactants are: C(OC([NH:8][C@@H:9]([CH3:27])[C:10]([NH:12][C:13]1[C:14]([NH:23][CH:24]2[CH2:26][CH2:25]2)=[C:15]([CH:20]=[CH:21][CH:22]=1)[C:16]([O:18][CH3:19])=[O:17])=O)=O)(C)(C)C.Cl. (4) Given the product [F:38][C:37]1[CH:36]=[CH:35][CH:34]=[C:33]([F:39])[C:32]=1[C:31]([NH:30][C:27]1[CH:28]=[CH:29][N:25]([CH2:24][C:21]2[CH:22]=[CH:23][C:18]([CH2:17][N:2]3[N:3]=[CH:4][CH:5]=[N:1]3)=[CH:19][C:20]=2[C:41]([F:42])([F:43])[F:44])[N:26]=1)=[O:40], predict the reactants needed to synthesize it. The reactants are: [NH:1]1[CH:5]=[CH:4][N:3]=[N:2]1.C[Si]([N-][Si](C)(C)C)(C)C.[Li+].Br[CH2:17][C:18]1[CH:23]=[CH:22][C:21]([CH2:24][N:25]2[CH:29]=[CH:28][C:27]([NH:30][C:31](=[O:40])[C:32]3[C:37]([F:38])=[CH:36][CH:35]=[CH:34][C:33]=3[F:39])=[N:26]2)=[C:20]([C:41]([F:44])([F:43])[F:42])[CH:19]=1. (5) Given the product [NH2:34][C:31]1[CH:30]=[CH:29][C:28]([NH:27][C:25]([C:12]2[N:13]([CH2:17][C:18]3[CH:23]=[CH:22][CH:21]=[CH:20][C:19]=3[F:24])[C:14]3[C:10]([CH:11]=2)=[CH:9][C:8]([NH:7][C:5](=[O:6])[CH2:4][C:3]([CH3:46])([CH3:45])[CH3:2])=[CH:16][CH:15]=3)=[O:26])=[N:33][CH:32]=1, predict the reactants needed to synthesize it. The reactants are: Br.[CH3:2][C:3]([CH3:46])([CH3:45])[CH2:4][C:5]([NH:7][C:8]1[CH:9]=[C:10]2[C:14](=[CH:15][CH:16]=1)[N:13]([CH2:17][C:18]1[CH:23]=[CH:22][CH:21]=[CH:20][C:19]=1[F:24])[C:12]([C:25]([NH:27][C:28]1[N:33]=[CH:32][C:31]([NH:34]C(=O)OCC3C=CC=CC=3)=[CH:30][CH:29]=1)=[O:26])=[CH:11]2)=[O:6]. (6) Given the product [CH:11]1([C:10]2[C:9]3[C:4](=[CH:5][C:6]([C:17]([O:19][CH3:20])=[O:18])=[CH:7][CH:8]=3)[N:3]([CH2:21][C:22]([N:24]([CH3:26])[CH3:25])=[O:23])[C:2]=2[CH:27]2[CH2:29][CH2:28]2)[CH2:16][CH2:15][CH2:14][CH2:13][CH2:12]1, predict the reactants needed to synthesize it. The reactants are: Br[C:2]1[N:3]([CH2:21][C:22]([N:24]([CH3:26])[CH3:25])=[O:23])[C:4]2[C:9]([C:10]=1[CH:11]1[CH2:16][CH2:15][CH2:14][CH2:13][CH2:12]1)=[CH:8][CH:7]=[C:6]([C:17]([O:19][CH3:20])=[O:18])[CH:5]=2.[CH:27]1(B(O)O)[CH2:29][CH2:28]1.P([O-])([O-])([O-])=O.[K+].[K+].[K+].C1(P(C2CCCCC2)C2CCCCC2)CCCCC1. (7) Given the product [CH2:17]([O:19][C:20](=[O:25])[CH2:21][CH2:22][CH2:23][N:14]1[CH2:15][CH2:16][N:11]([C:8]2[CH:7]=[CH:6][C:5]([C:1]([CH3:4])([CH3:2])[CH3:3])=[CH:10][CH:9]=2)[CH2:12][CH2:13]1)[CH3:18], predict the reactants needed to synthesize it. The reactants are: [C:1]([C:5]1[CH:10]=[CH:9][C:8]([N:11]2[CH2:16][CH2:15][NH:14][CH2:13][CH2:12]2)=[CH:7][CH:6]=1)([CH3:4])([CH3:3])[CH3:2].[CH2:17]([O:19][C:20](=[O:25])[CH2:21][CH2:22][CH2:23]Br)[CH3:18].C(=O)([O-])[O-].[K+].[K+].[I-].[K+]. (8) The reactants are: [CH3:1][O:2][C:3]1[CH:4]=[C:5]([CH:8]=[C:9]([O:13][CH3:14])[C:10]=1[O:11][CH3:12])[CH2:6][NH2:7].C(N(CC)CC)C.[C:22](Cl)(=[O:29])[C:23]1[CH:28]=[CH:27][CH:26]=[CH:25][CH:24]=1. Given the product [C:22]([NH:7][CH2:6][C:5]1[CH:8]=[C:9]([O:13][CH3:14])[C:10]([O:11][CH3:12])=[C:3]([O:2][CH3:1])[CH:4]=1)(=[O:29])[C:23]1[CH:28]=[CH:27][CH:26]=[CH:25][CH:24]=1, predict the reactants needed to synthesize it. (9) The reactants are: Br[C:2]1[CH:11]=[C:10]2[C:5]([CH2:6][CH:7](C)[N:8]([C:12]3[CH:17]=[C:16]([N:18]4[CH2:23][CH2:22][N:21]([CH3:24])[CH2:20][CH2:19]4)[N:15]=[C:14]([NH2:25])[N:13]=3)[CH2:9]2)=[CH:4][CH:3]=1.[C:27]([C:29]1[N:34]=[CH:33][C:32](B(O)O)=[CH:31][C:30]=1[CH3:38])#[N:28]. Given the product [NH2:25][C:14]1[N:13]=[C:12]([N:8]2[CH2:7][CH2:6][C:5]3[C:10](=[CH:11][C:2]([C:32]4[CH:31]=[C:30]([CH3:38])[C:29]([C:27]#[N:28])=[N:34][CH:33]=4)=[CH:3][CH:4]=3)[CH2:9]2)[CH:17]=[C:16]([N:18]2[CH2:23][CH2:22][N:21]([CH3:24])[CH2:20][CH2:19]2)[N:15]=1, predict the reactants needed to synthesize it.